This data is from Reaction yield outcomes from USPTO patents with 853,638 reactions. The task is: Predict the reaction yield, written as a fraction of the theoretical maximum amount of product (1.0 means a 100% yield; for example, 0.34 means a 34% yield). (1) The reactants are [C:1]([C:4]1[N:8]2[CH2:9][CH2:10][N:11]([CH3:25])[C:12]3([CH2:17][CH2:16][N:15](C(OC(C)(C)C)=O)[CH2:14][CH2:13]3)[C:7]2=[CH:6][CH:5]=1)(=[O:3])[CH3:2].[ClH:26].O1CCOCC1. The catalyst is C(Cl)Cl. The product is [ClH:26].[ClH:26].[CH3:25][N:11]1[C:12]2([CH2:17][CH2:16][NH:15][CH2:14][CH2:13]2)[C:7]2=[CH:6][CH:5]=[C:4]([C:1](=[O:3])[CH3:2])[N:8]2[CH2:9][CH2:10]1. The yield is 1.00. (2) The reactants are C([Mg]Br)C.[Cl:5][C:6]1[CH:7]=[C:8]2[C:13](=[CH:14][CH:15]=1)[CH:12]=[C:11]([SH:16])[CH:10]=[CH:9]2.[O:17]1[CH2:19][C@@H:18]1[C:20]([O:22][CH3:23])=[O:21].[Cl-].[NH4+]. The catalyst is C(OCC)C.C1COCC1. The product is [Cl:5][C:6]1[CH:7]=[C:8]2[C:13](=[CH:14][CH:15]=1)[CH:12]=[C:11]([S:16][CH2:19][C@@H:18]([OH:17])[C:20]([O:22][CH3:23])=[O:21])[CH:10]=[CH:9]2. The yield is 0.770. (3) The reactants are C([O-])([O-])=O.[Na+].[Na+].Br[C:8]1[S:9][C:10]([C:13]([O:15][CH2:16][CH3:17])=[O:14])=[CH:11][N:12]=1.[F:18][C:19]1[CH:24]=[CH:23][CH:22]=[CH:21][C:20]=1B(O)O. The catalyst is COCCOC.CCOC(C)=O.C1C=CC([P]([Pd]([P](C2C=CC=CC=2)(C2C=CC=CC=2)C2C=CC=CC=2)([P](C2C=CC=CC=2)(C2C=CC=CC=2)C2C=CC=CC=2)[P](C2C=CC=CC=2)(C2C=CC=CC=2)C2C=CC=CC=2)(C2C=CC=CC=2)C2C=CC=CC=2)=CC=1. The product is [F:18][C:19]1[CH:24]=[CH:23][CH:22]=[CH:21][C:20]=1[C:8]1[S:9][C:10]([C:13]([O:15][CH2:16][CH3:17])=[O:14])=[CH:11][N:12]=1. The yield is 0.370. (4) The reactants are [Br:1][C:2]1[CH:3]=[CH:4][C:5]2[C:11]3=[N:12][N:13]([CH3:26])[CH:14]([C:15]4[CH:20]=[CH:19][C:18]([O:21][C:22]([F:25])([F:24])[F:23])=[CH:17][CH:16]=4)[CH:10]3[CH2:9][O:8][C:6]=2[CH:7]=1.C(=O)(O)[O-].[Na+].BrBr. The catalyst is C(Cl)(Cl)(Cl)Cl.O. The product is [Br:1][C:2]1[CH:3]=[CH:4][C:5]2[C:11]3=[N:12][N:13]([CH3:26])[C:14]([C:15]4[CH:16]=[CH:17][C:18]([O:21][C:22]([F:23])([F:24])[F:25])=[CH:19][CH:20]=4)=[C:10]3[CH2:9][O:8][C:6]=2[CH:7]=1. The yield is 0.630. (5) The reactants are [CH3:1][O:2][C:3]1[C:8]2[CH2:9][CH2:10][C:11](=O)[CH2:12][CH2:13][C:7]=2[CH:6]=[CH:5][C:4]=1[N+:15]([O-:17])=[O:16].ClCCCl.[NH:22]1[CH2:27][CH2:26][O:25][CH2:24][CH2:23]1.C(O)(=O)C.C(O[BH-](OC(=O)C)OC(=O)C)(=O)C.[Na+].[OH-].[Na+]. No catalyst specified. The product is [CH3:1][O:2][C:3]1[C:8]2[CH2:9][CH2:10][CH:11]([N:22]3[CH2:27][CH2:26][O:25][CH2:24][CH2:23]3)[CH2:12][CH2:13][C:7]=2[CH:6]=[CH:5][C:4]=1[N+:15]([O-:17])=[O:16]. The yield is 0.780. (6) The reactants are [OH-].[Na+].C[O:4][C:5](=[O:25])[CH2:6][CH2:7][CH2:8][CH2:9][CH2:10][CH2:11][C:12]1[S:13][C:14]([C:17]2[CH:22]=[C:21]([Cl:23])[CH:20]=[CH:19][C:18]=2[OH:24])=[CH:15][N:16]=1. The catalyst is O.CO. The product is [Cl:23][C:21]1[CH:20]=[CH:19][C:18]([OH:24])=[C:17]([C:14]2[S:13][C:12]([CH2:11][CH2:10][CH2:9][CH2:8][CH2:7][CH2:6][C:5]([OH:25])=[O:4])=[N:16][CH:15]=2)[CH:22]=1. The yield is 0.950. (7) The reactants are [OH:1][CH2:2][CH2:3][O:4][C:5](=[O:8])[CH:6]=[CH2:7].[CH3:9][O:10][C:11](=[O:15])[C:12]([CH3:14])=[CH2:13].CC(N=NC(C#N)(C)C)(C#N)C. The catalyst is C1COCC1. The product is [OH:1][CH2:2][CH2:3][O:4][C:5](=[O:8])[CH:6]=[CH2:7].[CH3:9][O:10][C:11](=[O:15])[C:12]([CH3:14])=[CH2:13]. The yield is 0.810.